The task is: Regression. Given a peptide amino acid sequence and an MHC pseudo amino acid sequence, predict their binding affinity value. This is MHC class I binding data.. This data is from Peptide-MHC class I binding affinity with 185,985 pairs from IEDB/IMGT. (1) The peptide sequence is LSVLAPLVP. The MHC is Mamu-A01 with pseudo-sequence Mamu-A01. The binding affinity (normalized) is 0.0629. (2) The binding affinity (normalized) is 0.492. The MHC is HLA-B15:01 with pseudo-sequence HLA-B15:01. The peptide sequence is IIMEEGNSI. (3) The peptide sequence is FTGEYLLRL. The MHC is HLA-B57:01 with pseudo-sequence HLA-B57:01. The binding affinity (normalized) is 0.0847. (4) The MHC is HLA-A02:06 with pseudo-sequence HLA-A02:06. The binding affinity (normalized) is 0.0847. The peptide sequence is RSTLANGWY. (5) The peptide sequence is DLAIKQYGDI. The MHC is HLA-A02:01 with pseudo-sequence HLA-A02:01. The binding affinity (normalized) is 0.